From a dataset of Reaction yield outcomes from USPTO patents with 853,638 reactions. Predict the reaction yield, written as a fraction of the theoretical maximum amount of product (1.0 means a 100% yield; for example, 0.34 means a 34% yield). The reactants are [CH2:1]1[CH:5]2[CH2:6][NH:7][CH2:8][CH:4]2[CH2:3][N:2]1[C:9]1[CH:14]=[C:13]([O:15][CH3:16])[N:12]=[C:11]([N:17]([CH3:19])[CH3:18])[N:10]=1.[F:20][C:21]1[CH:22]=[CH:23][C:24]([N:30]2[N:34]=[CH:33][CH:32]=[N:31]2)=[C:25]([CH:29]=1)[C:26](O)=[O:27].CN(C(ON1N=NC2C=CC=NC1=2)=[N+](C)C)C.F[P-](F)(F)(F)(F)F.CCN(C(C)C)C(C)C. The product is [F:20][C:21]1[CH:22]=[CH:23][C:24]([N:30]2[N:34]=[CH:33][CH:32]=[N:31]2)=[C:25]([C:26]([N:7]2[CH2:6][CH:5]3[CH2:1][N:2]([C:9]4[CH:14]=[C:13]([O:15][CH3:16])[N:12]=[C:11]([N:17]([CH3:18])[CH3:19])[N:10]=4)[CH2:3][CH:4]3[CH2:8]2)=[O:27])[CH:29]=1. The catalyst is C(OCC)(=O)C.CN(C=O)C. The yield is 0.540.